From a dataset of NCI-60 drug combinations with 297,098 pairs across 59 cell lines. Regression. Given two drug SMILES strings and cell line genomic features, predict the synergy score measuring deviation from expected non-interaction effect. (1) Drug 1: C1CN1P(=S)(N2CC2)N3CC3. Drug 2: CCC(=C(C1=CC=CC=C1)C2=CC=C(C=C2)OCCN(C)C)C3=CC=CC=C3.C(C(=O)O)C(CC(=O)O)(C(=O)O)O. Cell line: HS 578T. Synergy scores: CSS=15.8, Synergy_ZIP=3.67, Synergy_Bliss=8.81, Synergy_Loewe=-8.32, Synergy_HSA=3.53. (2) Drug 1: COC1=C(C=C2C(=C1)N=CN=C2NC3=CC(=C(C=C3)F)Cl)OCCCN4CCOCC4. Drug 2: CC1C(C(=O)NC(C(=O)N2CCCC2C(=O)N(CC(=O)N(C(C(=O)O1)C(C)C)C)C)C(C)C)NC(=O)C3=C4C(=C(C=C3)C)OC5=C(C(=O)C(=C(C5=N4)C(=O)NC6C(OC(=O)C(N(C(=O)CN(C(=O)C7CCCN7C(=O)C(NC6=O)C(C)C)C)C)C(C)C)C)N)C. Cell line: 786-0. Synergy scores: CSS=55.0, Synergy_ZIP=12.8, Synergy_Bliss=18.9, Synergy_Loewe=18.7, Synergy_HSA=19.2. (3) Drug 1: CN(CCCl)CCCl.Cl. Drug 2: B(C(CC(C)C)NC(=O)C(CC1=CC=CC=C1)NC(=O)C2=NC=CN=C2)(O)O. Cell line: SR. Synergy scores: CSS=76.0, Synergy_ZIP=-1.12, Synergy_Bliss=-2.26, Synergy_Loewe=-3.63, Synergy_HSA=-2.41. (4) Drug 1: CN(C)C1=NC(=NC(=N1)N(C)C)N(C)C. Drug 2: CCC1(CC2CC(C3=C(CCN(C2)C1)C4=CC=CC=C4N3)(C5=C(C=C6C(=C5)C78CCN9C7C(C=CC9)(C(C(C8N6C)(C(=O)OC)O)OC(=O)C)CC)OC)C(=O)OC)O.OS(=O)(=O)O. Cell line: LOX IMVI. Synergy scores: CSS=13.1, Synergy_ZIP=4.00, Synergy_Bliss=-1.30, Synergy_Loewe=-23.1, Synergy_HSA=0.908. (5) Drug 2: C1C(C(OC1N2C=NC(=NC2=O)N)CO)O. Drug 1: C1CN1C2=NC(=NC(=N2)N3CC3)N4CC4. Cell line: U251. Synergy scores: CSS=37.1, Synergy_ZIP=-0.190, Synergy_Bliss=-0.987, Synergy_Loewe=-3.64, Synergy_HSA=0.159.